From a dataset of NCI-60 drug combinations with 297,098 pairs across 59 cell lines. Regression. Given two drug SMILES strings and cell line genomic features, predict the synergy score measuring deviation from expected non-interaction effect. (1) Drug 1: CC1=CC2C(CCC3(C2CCC3(C(=O)C)OC(=O)C)C)C4(C1=CC(=O)CC4)C. Drug 2: CC(C)(C#N)C1=CC(=CC(=C1)CN2C=NC=N2)C(C)(C)C#N. Cell line: TK-10. Synergy scores: CSS=-4.47, Synergy_ZIP=1.34, Synergy_Bliss=-6.12, Synergy_Loewe=-13.1, Synergy_HSA=-10.6. (2) Drug 1: CC12CCC3C(C1CCC2=O)CC(=C)C4=CC(=O)C=CC34C. Drug 2: CCCCC(=O)OCC(=O)C1(CC(C2=C(C1)C(=C3C(=C2O)C(=O)C4=C(C3=O)C=CC=C4OC)O)OC5CC(C(C(O5)C)O)NC(=O)C(F)(F)F)O. Cell line: 786-0. Synergy scores: CSS=39.1, Synergy_ZIP=0.131, Synergy_Bliss=-3.44, Synergy_Loewe=-3.82, Synergy_HSA=-3.69.